From a dataset of Reaction yield outcomes from USPTO patents with 853,638 reactions. Predict the reaction yield, written as a fraction of the theoretical maximum amount of product (1.0 means a 100% yield; for example, 0.34 means a 34% yield). The reactants are [CH2:1]([O:8][C:9]1[CH:10]=[C:11]2[C:16](=[CH:17][CH:18]=1)[C:15](=[O:19])[N:14]([CH2:20][CH:21]([CH3:23])[CH3:22])[C:13]([CH2:24]Cl)=[C:12]2[O:26][CH2:27][CH2:28][CH2:29][C:30]([F:33])([F:32])[F:31])[C:2]1[CH:7]=[CH:6][CH:5]=[CH:4][CH:3]=1.[C:34]1(=[O:44])[NH:38][C:37](=[O:39])[C:36]2=[CH:40][CH:41]=[CH:42][CH:43]=[C:35]12.[K].O. The catalyst is CN(C)C=O. The product is [CH2:1]([O:8][C:9]1[CH:10]=[C:11]2[C:16](=[CH:17][CH:18]=1)[C:15](=[O:19])[N:14]([CH2:20][CH:21]([CH3:23])[CH3:22])[C:13]([CH2:24][N:38]1[C:34](=[O:44])[C:35]3[C:36](=[CH:40][CH:41]=[CH:42][CH:43]=3)[C:37]1=[O:39])=[C:12]2[O:26][CH2:27][CH2:28][CH2:29][C:30]([F:33])([F:32])[F:31])[C:2]1[CH:7]=[CH:6][CH:5]=[CH:4][CH:3]=1. The yield is 0.944.